Dataset: Reaction yield outcomes from USPTO patents with 853,638 reactions. Task: Predict the reaction yield, written as a fraction of the theoretical maximum amount of product (1.0 means a 100% yield; for example, 0.34 means a 34% yield). (1) The reactants are [CH3:1][O:2][C:3](=[O:27])[NH:4][CH:5]([C:9](=[O:26])[NH:10][C:11]1([C:14]2[NH:15][C:16]([C:19]3[CH:24]=[CH:23][C:22](Br)=[CH:21][CH:20]=3)=[CH:17][N:18]=2)[CH2:13][CH2:12]1)[CH:6]([CH3:8])[CH3:7].[B:28]1([B:28]2[O:32][C:31]([CH3:34])([CH3:33])[C:30]([CH3:36])([CH3:35])[O:29]2)[O:32][C:31]([CH3:34])([CH3:33])[C:30]([CH3:36])([CH3:35])[O:29]1.CC([O-])=O.[K+]. The catalyst is O1CCOCC1.C1C=CC([P]([Pd]([P](C2C=CC=CC=2)(C2C=CC=CC=2)C2C=CC=CC=2)([P](C2C=CC=CC=2)(C2C=CC=CC=2)C2C=CC=CC=2)[P](C2C=CC=CC=2)(C2C=CC=CC=2)C2C=CC=CC=2)(C2C=CC=CC=2)C2C=CC=CC=2)=CC=1. The product is [CH3:1][O:2][C:3](=[O:27])[NH:4][CH:5]([C:9](=[O:26])[NH:10][C:11]1([C:14]2[NH:15][C:16]([C:19]3[CH:24]=[CH:23][C:22]([B:28]4[O:32][C:31]([CH3:34])([CH3:33])[C:30]([CH3:36])([CH3:35])[O:29]4)=[CH:21][CH:20]=3)=[CH:17][N:18]=2)[CH2:13][CH2:12]1)[CH:6]([CH3:8])[CH3:7]. The yield is 0.810. (2) The reactants are [F:1][C:2]1[CH:7]=[CH:6][C:5]([C:8]2[N:9]=[C:10]3[CH:15]=[CH:14][CH:13]=[N:12][N:11]3[C:16]=2[C:17]2[CH:22]=[CH:21][N:20]=[C:19]([NH:23][C:24](=O)[O:25]CC(Cl)(Cl)Cl)[CH:18]=2)=[CH:4][C:3]=1[CH3:32].[NH2:33][CH2:34][CH2:35][C:36]#[N:37].C(N(C(C)C)C(C)C)C.C(=O)([O-])O.[Na+]. The catalyst is CS(C)=O. The product is [C:34]([CH2:35][CH2:36][NH:37][C:24]([NH:23][C:19]1[CH:18]=[C:17]([C:16]2[N:11]3[N:12]=[CH:13][CH:14]=[CH:15][C:10]3=[N:9][C:8]=2[C:5]2[CH:6]=[CH:7][C:2]([F:1])=[C:3]([CH3:32])[CH:4]=2)[CH:22]=[CH:21][N:20]=1)=[O:25])#[N:33]. The yield is 0.740. (3) The reactants are [Cl-].O[NH3+:3].[C:4](=[O:7])([O-])[OH:5].[Na+].CS(C)=O.[CH3:13][O:14][CH2:15][CH:16]([CH3:50])[O:17][C:18]1[CH:23]=[CH:22][C:21]([N:24]2[C:29](=[O:30])[C:28]([CH2:31][C:32]3[CH:37]=[CH:36][C:35]([C:38]4[C:39]([C:44]#[N:45])=[CH:40][CH:41]=[CH:42][CH:43]=4)=[CH:34][CH:33]=3)=[C:27]([CH2:46][CH2:47][CH3:48])[N:26]=[C:25]2[CH3:49])=[CH:20][CH:19]=1. The catalyst is O.C(OCC)(=O)C. The product is [CH3:13][O:14][CH2:15][CH:16]([CH3:50])[O:17][C:18]1[CH:19]=[CH:20][C:21]([N:24]2[C:29](=[O:30])[C:28]([CH2:31][C:32]3[CH:37]=[CH:36][C:35]([C:38]4[CH:43]=[CH:42][CH:41]=[CH:40][C:39]=4[C:44]4[NH:3][C:4](=[O:7])[O:5][N:45]=4)=[CH:34][CH:33]=3)=[C:27]([CH2:46][CH2:47][CH3:48])[N:26]=[C:25]2[CH3:49])=[CH:22][CH:23]=1. The yield is 0.410. (4) The reactants are [F:1][C:2]1[CH:7]=[CH:6][CH:5]=[CH:4][C:3]=1[CH2:8][C:9]([O:11][C@H:12]([C:14]1[CH:19]=[CH:18][CH:17]=[CH:16][CH:15]=1)[CH3:13])=[O:10].[CH2:20]1[CH2:30][CH2:29][N:28]2C(=NC[CH2:26][CH2:27]2)CC1.C(Br)(Br)(Br)Br.N1CCCCC1. The catalyst is C1COCC1.C(OCC)C.C1(C)C=CC=CC=1. The product is [F:1][C:2]1[CH:7]=[CH:6][CH:5]=[CH:4][C:3]=1[C@@H:8]([N:28]1[CH2:27][CH2:26][CH2:20][CH2:30][CH2:29]1)[C:9]([O:11][C@H:12]([C:14]1[CH:15]=[CH:16][CH:17]=[CH:18][CH:19]=1)[CH3:13])=[O:10]. The yield is 0.110. (5) The reactants are [C:1](OC(=O)C)(=O)C.C(O)=O.[NH2:11][C:12]1[CH:33]=[CH:32][C:15]([CH2:16][C:17]2[N:22]=[C:21]([Cl:23])[C:20]([CH2:24][C:25]([O:27][CH3:28])=[O:26])=[C:19]([N:29]([CH3:31])[CH3:30])[N:18]=2)=[CH:14][CH:13]=1. The catalyst is C1COCC1. The product is [Cl:23][C:21]1[C:20]([CH2:24][C:25]([O:27][CH3:28])=[O:26])=[C:19]([N:29]([CH3:30])[CH3:31])[N:18]=[C:17]([CH2:16][C:15]2[CH:14]=[CH:13][C:12]([NH:11][CH3:1])=[CH:33][CH:32]=2)[N:22]=1. The yield is 0.380.